Dataset: Forward reaction prediction with 1.9M reactions from USPTO patents (1976-2016). Task: Predict the product of the given reaction. (1) Given the reactants [CH2:1]([N:4]1[CH2:13][CH:12]2[C:14]3[CH:15]=[CH:16][C:17]([O:23]C)=[C:18]([O:21]C)[C:19]=3[O:20][C:10]3[C:11]2=[C:6]([CH:7]=[CH:8][CH:9]=3)[CH2:5]1)[CH2:2][CH3:3].B(Br)(Br)Br.CO, predict the reaction product. The product is: [CH2:1]([N:4]1[CH2:13][CH:12]2[C:14]3[CH:15]=[CH:16][C:17]([OH:23])=[C:18]([OH:21])[C:19]=3[O:20][C:10]3[C:11]2=[C:6]([CH:7]=[CH:8][CH:9]=3)[CH2:5]1)[CH2:2][CH3:3]. (2) Given the reactants [F:1][C:2]1[CH:3]=[C:4]([S:8]([C:11]2[CH:12]=[N:13][C:14]3[C:19]([CH:20]=2)=[CH:18][CH:17]=[CH:16][C:15]=3I)(=[O:10])=[O:9])[CH:5]=[CH:6][CH:7]=1.C(OC([N:29]1[CH2:36][C@@H:35]2[C@@H:31]([CH2:32][NH:33][CH2:34]2)[CH2:30]1)=O)(C)(C)C.[ClH:37], predict the reaction product. The product is: [ClH:37].[F:1][C:2]1[CH:3]=[C:4]([S:8]([C:11]2[CH:12]=[N:13][C:14]3[C:19]([CH:20]=2)=[CH:18][CH:17]=[CH:16][C:15]=3[N:29]2[CH2:36][C@@H:35]3[C@@H:31]([CH2:32][NH:33][CH2:34]3)[CH2:30]2)(=[O:10])=[O:9])[CH:5]=[CH:6][CH:7]=1. (3) Given the reactants [C:1]1([OH:7])[CH:6]=[CH:5][CH:4]=[CH:3][CH:2]=1.Br[C:9]([CH3:16])([CH3:15])[C:10]([O:12][CH2:13][CH3:14])=[O:11].C(=O)([O-])[O-].[Cs+].[Cs+], predict the reaction product. The product is: [CH2:13]([O:12][C:10](=[O:11])[C:9]([CH3:16])([O:7][C:1]1[CH:6]=[CH:5][CH:4]=[CH:3][CH:2]=1)[CH3:15])[CH3:14]. (4) Given the reactants [Br:1][C:2]1[CH:3]=[C:4]2[CH:10]=[N:9][NH:8][C:5]2=[N:6][CH:7]=1.[C:11](O[C:11]([O:13][C:14]([CH3:17])([CH3:16])[CH3:15])=[O:12])([O:13][C:14]([CH3:17])([CH3:16])[CH3:15])=[O:12], predict the reaction product. The product is: [Br:1][C:2]1[CH:3]=[C:4]2[CH:10]=[N:9][N:8]([C:11]([O:13][C:14]([CH3:17])([CH3:16])[CH3:15])=[O:12])[C:5]2=[N:6][CH:7]=1. (5) Given the reactants Cl[C:2]1[CH:9]=[CH:8][C:5]([C:6]#[N:7])=[C:4]([N+:10]([O-:12])=[O:11])[CH:3]=1.[NH:13]1[CH2:18][CH2:17][O:16][CH2:15][CH2:14]1, predict the reaction product. The product is: [O:16]1[CH2:17][CH2:18][N:13]([C:2]2[CH:9]=[CH:8][C:5]([C:6]#[N:7])=[C:4]([N+:10]([O-:12])=[O:11])[CH:3]=2)[CH2:14][CH2:15]1. (6) Given the reactants CN(C(ON1N=NC2C=CC=NC1=2)=[N+](C)C)C.F[P-](F)(F)(F)(F)F.[F:25][C:26]1[CH:31]=[CH:30][C:29]([NH:32][C:33]2[C:34]3[C:41]([CH3:42])=[C:40]([C:43]([O:45]C)=O)[S:39][C:35]=3[N:36]=[CH:37][N:38]=2)=[C:28]([O:47][CH:48]2[CH2:53][CH2:52][O:51][CH2:50][CH2:49]2)[CH:27]=1.CCN(C(C)C)C(C)C.[NH2:63][CH2:64][CH2:65][CH2:66][N:67](C)[C:68](=O)OC(C)(C)C.FC(F)(F)C(O)=O, predict the reaction product. The product is: [F:25][C:26]1[CH:31]=[CH:30][C:29]([NH:32][C:33]2[C:34]3[C:41]([CH3:42])=[C:40]([C:43]([NH:63][CH2:64][CH2:65][CH2:66][NH:67][CH3:68])=[O:45])[S:39][C:35]=3[N:36]=[CH:37][N:38]=2)=[C:28]([O:47][CH:48]2[CH2:53][CH2:52][O:51][CH2:50][CH2:49]2)[CH:27]=1. (7) Given the reactants [Cl:1][C:2]1[CH:3]=[CH:4][C:5]2[O:9][C:8](=[O:10])[NH:7][C:6]=2[CH:11]=1.[NH:12]1[CH2:16][CH2:15][C@H:14]([OH:17])[CH2:13]1, predict the reaction product. The product is: [Cl:1][C:2]1[CH:3]=[CH:4][C:5]([OH:9])=[C:6]([NH:7][C:8]([N:12]2[CH2:16][CH2:15][C@H:14]([OH:17])[CH2:13]2)=[O:10])[CH:11]=1.